This data is from Reaction yield outcomes from USPTO patents with 853,638 reactions. The task is: Predict the reaction yield, written as a fraction of the theoretical maximum amount of product (1.0 means a 100% yield; for example, 0.34 means a 34% yield). (1) The reactants are C(OC([N:8]([C@H:13]1[C:21]2[C:16](=[C:17]([C:22]3[N:26]=[C:25]([C:27]4[CH:32]=[CH:31][C:30]([O:33][CH:34]([CH3:36])[CH3:35])=[C:29]([C:37]#[N:38])[CH:28]=4)[O:24][N:23]=3)[CH:18]=[CH:19][CH:20]=2)[CH2:15][CH2:14]1)[CH2:9][C:10]([OH:12])=O)=O)(C)(C)C.C1C=CC2N(O)N=NC=2C=1.C(Cl)C[Cl:51].[CH3:53][NH:54][CH3:55]. The catalyst is CN(C=O)C.O. The product is [ClH:51].[C:37]([C:29]1[CH:28]=[C:27]([C:25]2[O:24][N:23]=[C:22]([C:17]3[CH:18]=[CH:19][CH:20]=[C:21]4[C:16]=3[CH2:15][CH2:14][C@H:13]4[NH:8][CH2:9][C:10]([N:54]([CH3:55])[CH3:53])=[O:12])[N:26]=2)[CH:32]=[CH:31][C:30]=1[O:33][CH:34]([CH3:35])[CH3:36])#[N:38]. The yield is 0.740. (2) The reactants are [NH2:1][C:2]1[CH:10]=[C:9]([F:11])[CH:8]=[CH:7][C:3]=1[C:4](O)=[O:5].C1C=CC2N(O)N=[N:18]C=2C=1.CCN(C(C)C)C(C)C.CCN=C=NCCCN(C)C.N.CO. The catalyst is CN(C=O)C. The product is [NH2:1][C:2]1[CH:10]=[C:9]([F:11])[CH:8]=[CH:7][C:3]=1[C:4]([NH2:18])=[O:5]. The yield is 0.660. (3) The reactants are [NH2:1][C:2]1[CH:7]=[CH:6][C:5]([C:8]2[N:9]([CH2:21][CH3:22])[C:10]3[C:15]([C:16]=2[C:17]#[N:18])=[CH:14][CH:13]=[C:12]([O:19][CH3:20])[CH:11]=3)=[CH:4][CH:3]=1.C(N(CC)CC)C.[CH3:30][S:31](Cl)(=[O:33])=[O:32]. The catalyst is C1COCC1.O. The product is [C:17]([C:16]1[C:15]2[C:10](=[CH:11][C:12]([O:19][CH3:20])=[CH:13][CH:14]=2)[N:9]([CH2:21][CH3:22])[C:8]=1[C:5]1[CH:4]=[CH:3][C:2]([NH:1][S:31]([CH3:30])(=[O:33])=[O:32])=[CH:7][CH:6]=1)#[N:18]. The yield is 0.680. (4) The reactants are Cl.[CH3:2][NH2:3].[F:4][C:5]1[CH:6]=[C:7]([CH:11]=[CH:12][C:13]=1[F:14])[C:8](O)=[O:9]. No catalyst specified. The product is [F:4][C:5]1[CH:6]=[C:7]([CH:11]=[CH:12][C:13]=1[F:14])[C:8]([NH:3][CH3:2])=[O:9]. The yield is 0.750. (5) The reactants are [CH:1]([O:4][C:5]1[CH:10]=[CH:9][C:8]([C:11]2[CH:16]=[CH:15][CH:14]=[C:13]([CH:17]3[C:26]([CH3:28])([CH3:27])[CH2:25][C:24]4[C:19](=[CH:20][CH:21]=[C:22]([C:29]([OH:31])=O)[CH:23]=4)[NH:18]3)[CH:12]=2)=[CH:7][CH:6]=1)([CH3:3])[CH3:2].[CH3:32][S:33]([NH2:36])(=[O:35])=[O:34]. The catalyst is CN(C)C1C=CN=CC=1.ClCCl. The product is [CH:1]([O:4][C:5]1[CH:10]=[CH:9][C:8]([C:11]2[CH:16]=[CH:15][CH:14]=[C:13]([CH:17]3[C:26]([CH3:27])([CH3:28])[CH2:25][C:24]4[C:19](=[CH:20][CH:21]=[C:22]([C:29]([NH:36][S:33]([CH3:32])(=[O:35])=[O:34])=[O:31])[CH:23]=4)[NH:18]3)[CH:12]=2)=[CH:7][CH:6]=1)([CH3:3])[CH3:2]. The yield is 0.280. (6) The reactants are N1(CCCO[C:10]2[CH:15]=[CH:14][C:13]([N+:16]([O-])=O)=[CH:12][CH:11]=2)CCCC1.C(OC)(C)(C)C.C(O)=O.[C:28]1([CH3:38])[CH:33]=[CH:32][C:31]([S:34]([OH:37])(=[O:36])=[O:35])=[CH:30][CH:29]=1. The yield is 0.998. The product is [C:28]1([CH3:38])[CH:29]=[CH:30][C:31]([S:34]([OH:37])(=[O:35])=[O:36])=[CH:32][CH:33]=1.[C:28]1([CH3:38])[CH:29]=[CH:30][C:31]([S:34]([OH:37])(=[O:35])=[O:36])=[CH:32][CH:33]=1.[NH2:16][C:13]1[CH:14]=[CH:15][CH:10]=[CH:11][CH:12]=1. The catalyst is CO. (7) The reactants are [CH2:1]([NH:8][C:9]1[N:14]=[C:13]([CH3:15])[C:12]([CH:16]([CH2:21][CH2:22][CH3:23])[C:17]([O:19]C)=[O:18])=[C:11]([C:24]2[CH:29]=[CH:28][C:27]([CH3:30])=[CH:26][CH:25]=2)[N:10]=1)[C:2]1[CH:7]=[CH:6][CH:5]=[CH:4][CH:3]=1.[OH-].[Na+]. The catalyst is CO. The product is [CH2:1]([NH:8][C:9]1[N:14]=[C:13]([CH3:15])[C:12]([CH:16]([CH2:21][CH2:22][CH3:23])[C:17]([OH:19])=[O:18])=[C:11]([C:24]2[CH:25]=[CH:26][C:27]([CH3:30])=[CH:28][CH:29]=2)[N:10]=1)[C:2]1[CH:3]=[CH:4][CH:5]=[CH:6][CH:7]=1. The yield is 0.920. (8) The reactants are [NH2:1][C:2]1[CH:7]=[CH:6][C:5]([C:8]([CH3:12])([CH3:11])[C:9]#[N:10])=[C:4](Br)[CH:3]=1.[CH3:14][O:15][C:16]1[CH:21]=[CH:20][C:19](B(O)O)=[CH:18][CH:17]=1.C([O-])([O-])=O.[K+].[K+]. The catalyst is COCCOC. The product is [NH2:1][C:2]1[CH:7]=[CH:6][C:5]([C:8]([CH3:12])([CH3:11])[C:9]#[N:10])=[C:4]([C:19]2[CH:20]=[CH:21][C:16]([O:15][CH3:14])=[CH:17][CH:18]=2)[CH:3]=1. The yield is 0.420.